This data is from Forward reaction prediction with 1.9M reactions from USPTO patents (1976-2016). The task is: Predict the product of the given reaction. (1) The product is: [Br:20][C:21]1[CH:30]=[CH:29][C:24]2[C:25](=[O:28])/[C:26](=[CH:17]/[C:8]3[C:9]4[C:14](=[CH:13][CH:12]=[C:11]([O:15][CH3:16])[CH:10]=4)[N:6]([CH2:5][CH2:4][CH2:3][N:2]([CH3:19])[CH3:1])[CH:7]=3)/[O:27][C:23]=2[CH:22]=1. Given the reactants [CH3:1][N:2]([CH3:19])[CH2:3][CH2:4][CH2:5][N:6]1[C:14]2[C:9](=[CH:10][C:11]([O:15][CH3:16])=[CH:12][CH:13]=2)[C:8]([CH:17]=O)=[CH:7]1.[Br:20][C:21]1[CH:30]=[CH:29][C:24]2[C:25](=[O:28])[CH2:26][O:27][C:23]=2[CH:22]=1.[Cl-].[NH4+], predict the reaction product. (2) Given the reactants [Cl:1][C:2]1[CH:24]=[CH:23][C:5]([O:6][CH2:7][C:8]2[O:12][C:11]([Si:13]([CH:20]([CH3:22])[CH3:21])([CH:17]([CH3:19])[CH3:18])[CH:14]([CH3:16])[CH3:15])=[N:10][CH:9]=2)=[C:4]([N+:25]([O-])=O)[CH:3]=1, predict the reaction product. The product is: [Cl:1][C:2]1[CH:24]=[CH:23][C:5]([O:6][CH2:7][C:8]2[O:12][C:11]([Si:13]([CH:17]([CH3:19])[CH3:18])([CH:20]([CH3:22])[CH3:21])[CH:14]([CH3:15])[CH3:16])=[N:10][CH:9]=2)=[C:4]([NH2:25])[CH:3]=1. (3) The product is: [CH3:20][C:19]([CH3:22])([CH3:21])[C:18]([O:1][C:2]1[CH:7]=[CH:6][C:5]([C:8]2[O:9][C:10]3[CH:16]=[CH:15][C:14]([O:17][C:18](=[O:23])[C:19]([CH3:22])([CH3:21])[CH3:20])=[CH:13][C:11]=3[CH:12]=2)=[CH:4][CH:3]=1)=[O:23]. Given the reactants [OH:1][C:2]1[CH:7]=[CH:6][C:5]([C:8]2[O:9][C:10]3[CH:16]=[CH:15][C:14]([OH:17])=[CH:13][C:11]=3[CH:12]=2)=[CH:4][CH:3]=1.[C:18](Cl)(=[O:23])[C:19]([CH3:22])([CH3:21])[CH3:20], predict the reaction product.